The task is: Predict the product of the given reaction.. This data is from Forward reaction prediction with 1.9M reactions from USPTO patents (1976-2016). Given the reactants [C:1]([O:9]CC)(=[O:8])[CH2:2][C:3](OCC)=O.[H-].[Na+].ClC[C:16]1[CH:17]=[N:18][O:19][C:20]=1[C:21]1[S:22][C:23]([Cl:27])=[C:24]([Cl:26])[CH:25]=1.Cl, predict the reaction product. The product is: [Cl:26][C:24]1[CH:25]=[C:21]([C:20]2[O:19][N:18]=[CH:17][C:16]=2[CH2:3][CH2:2][C:1]([OH:9])=[O:8])[S:22][C:23]=1[Cl:27].